From a dataset of Full USPTO retrosynthesis dataset with 1.9M reactions from patents (1976-2016). Predict the reactants needed to synthesize the given product. Given the product [F:1][C:2]1[CH:10]=[C:9]2[C:5]([C:6]([C:20]3[CH:30]=[CH:29][C:23]4[N:24]=[C:25]([CH2:27][CH2:28][N:33]5[CH2:38][CH2:37][CH:36]([OH:39])[CH2:35][CH2:34]5)[O:26][C:22]=4[CH:21]=3)=[CH:7][NH:8]2)=[CH:4][CH:3]=1, predict the reactants needed to synthesize it. The reactants are: [F:1][C:2]1[CH:10]=[C:9]2[C:5]([C:6]([C:20]3[CH:30]=[CH:29][C:23]4[N:24]=[C:25]([CH:27]=[CH2:28])[O:26][C:22]=4[CH:21]=3)=[CH:7][N:8]2S(C2C=CC=CC=2)(=O)=O)=[CH:4][CH:3]=1.[OH-].[Na+].[NH:33]1[CH2:38][CH2:37][CH:36]([OH:39])[CH2:35][CH2:34]1.